This data is from Full USPTO retrosynthesis dataset with 1.9M reactions from patents (1976-2016). The task is: Predict the reactants needed to synthesize the given product. Given the product [CH3:1][O:2][C:3]1[CH:4]=[C:5]([NH:11][C:12]2[C:13]3[N:39]=[CH:38][S:37][C:14]=3[N:15]=[C:16]([N:18]3[CH2:22][CH2:21][CH:20]([NH:23][C:24]([C:26]4[CH:34]=[CH:33][C:29]([C:30]([OH:32])=[O:31])=[C:28]([O:35][CH3:36])[CH:27]=4)=[O:25])[CH2:19]3)[N:17]=2)[CH:6]=[CH:7][C:8]=1[O:9][CH3:10], predict the reactants needed to synthesize it. The reactants are: [CH3:1][O:2][C:3]1[CH:4]=[C:5]([NH:11][C:12]2[C:13]3[N:39]=[CH:38][S:37][C:14]=3[N:15]=[C:16]([N:18]3[CH2:22][CH2:21][CH:20]([NH:23][C:24]([C:26]4[CH:34]=[CH:33][C:29]([C:30]([O-:32])=[O:31])=[C:28]([O:35][CH3:36])[CH:27]=4)=[O:25])[CH2:19]3)[N:17]=2)[CH:6]=[CH:7][C:8]=1[O:9][CH3:10].[OH-].[Na+].